This data is from Reaction yield outcomes from USPTO patents with 853,638 reactions. The task is: Predict the reaction yield, written as a fraction of the theoretical maximum amount of product (1.0 means a 100% yield; for example, 0.34 means a 34% yield). The reactants are C(OC(=O)[NH:7][C@@H:8]([CH2:29][CH:30]([CH3:32])[CH3:31])[CH2:9][O:10][C:11]1[CH:12]=[CH:13][C:14]2[C:24]3[C:19](=[C:20]([NH:25][C:26](=[O:28])[CH3:27])[N:21]=[CH:22][CH:23]=3)[CH2:18][O:17][C:15]=2[CH:16]=1)(C)(C)C.C(O)(C(F)(F)F)=O. The catalyst is C(Cl)Cl. The product is [NH2:7][C@@H:8]([CH2:29][CH:30]([CH3:32])[CH3:31])[CH2:9][O:10][C:11]1[CH:12]=[CH:13][C:14]2[C:24]3[C:19](=[C:20]([NH:25][C:26](=[O:28])[CH3:27])[N:21]=[CH:22][CH:23]=3)[CH2:18][O:17][C:15]=2[CH:16]=1. The yield is 0.330.